This data is from Full USPTO retrosynthesis dataset with 1.9M reactions from patents (1976-2016). The task is: Predict the reactants needed to synthesize the given product. (1) Given the product [Br:1][CH:2]1[CH2:10][C:9]2[C:4](=[CH:5][C:6]([O:11][CH3:12])=[CH:7][CH:8]=2)[CH:3]1[OH:13], predict the reactants needed to synthesize it. The reactants are: [Br:1][CH:2]1[CH2:10][C:9]2[C:4](=[CH:5][C:6]([O:11][CH3:12])=[CH:7][CH:8]=2)[C:3]1=[O:13].[BH4-].[Na+].O. (2) Given the product [CH3:1][C:2]1[O:6][C:5]([C:7]2[CH:8]=[C:9]([CH3:13])[CH:10]=[CH:11][CH:12]=2)=[N:4][C:3]=1[CH2:14][O:15][CH2:16][CH:17]1[CH2:22][CH2:21][CH2:20][CH:19]([NH:23][C:38]([CH:31]2[CH2:34][CH2:33][CH:32]2[C:35]([OH:37])=[O:36])=[O:39])[CH2:18]1, predict the reactants needed to synthesize it. The reactants are: [CH3:1][C:2]1[O:6][C:5]([C:7]2[CH:8]=[C:9]([CH3:13])[CH:10]=[CH:11][CH:12]=2)=[N:4][C:3]=1[CH2:14][O:15][CH2:16][CH:17]1[CH2:22][CH2:21][CH2:20][CH:19]([NH2:23])[CH2:18]1.C(N(CC)CC)C.[C@@H:31]12[C:38](=[O:39])[O:37][C:35](=[O:36])[C@@H:32]1[CH2:33][CH2:34]2. (3) The reactants are: C(OC(=O)C)(=O)C.[CH:8]([OH:10])=O.[NH2:11][C:12]1[CH:13]=[C:14]2[C:18](=[CH:19][CH:20]=1)[N:17]([CH2:21][O:22][CH2:23][CH2:24][Si:25]([CH3:28])([CH3:27])[CH3:26])[N:16]=[CH:15]2. Given the product [CH3:26][Si:25]([CH3:28])([CH3:27])[CH2:24][CH2:23][O:22][CH2:21][N:17]1[C:18]2[C:14](=[CH:13][C:12]([NH:11][CH:8]=[O:10])=[CH:20][CH:19]=2)[CH:15]=[N:16]1, predict the reactants needed to synthesize it. (4) Given the product [CH3:28][C:13]1([C:10]2[O:11][C:12]3[C:4]([C:1]([NH2:2])=[O:3])=[CH:5][CH:6]=[CH:7][C:8]=3[N:9]=2)[CH2:17][CH2:16][CH2:15][NH:14]1, predict the reactants needed to synthesize it. The reactants are: [C:1]([C:4]1[C:12]2[O:11][C:10]([C:13]3([CH3:28])[CH2:17][CH2:16][CH2:15][N:14]3C(OCC3C=CC=CC=3)=O)=[N:9][C:8]=2[CH:7]=[CH:6][CH:5]=1)(=[O:3])[NH2:2].[H][H]. (5) Given the product [F:11][C:4]1[CH:5]=[C:6]([CH:7]=[C:2]([F:1])[C:3]=1[N:12]1[CH2:17][CH2:16][S:15][CH2:14][CH2:13]1)[NH2:8], predict the reactants needed to synthesize it. The reactants are: [F:1][C:2]1[CH:7]=[C:6]([N+:8]([O-])=O)[CH:5]=[C:4]([F:11])[C:3]=1[N:12]1[CH2:17][CH2:16][S:15][CH2:14][CH2:13]1. (6) Given the product [Br:1][C:2]1[CH:3]=[CH:4][C:5]([F:21])=[C:6]([C@@:8]2([CH3:20])[NH:16][C:15](=[S:31])[C:11]3([CH2:14][CH2:13][CH2:12]3)[S:10](=[O:19])(=[O:18])[CH2:9]2)[CH:7]=1, predict the reactants needed to synthesize it. The reactants are: [Br:1][C:2]1[CH:3]=[CH:4][C:5]([F:21])=[C:6]([C@@:8]2([CH3:20])[NH:16][C:15](=O)[C:11]3([CH2:14][CH2:13][CH2:12]3)[S:10](=[O:19])(=[O:18])[CH2:9]2)[CH:7]=1.COC1C=CC(P2(SP(C3C=CC(OC)=CC=3)(=S)S2)=[S:31])=CC=1.C([O-])(O)=O.[Na+].